This data is from Forward reaction prediction with 1.9M reactions from USPTO patents (1976-2016). The task is: Predict the product of the given reaction. (1) Given the reactants [CH3:1][O-:2].[Na+].[Na].[F:5][C:6]1[CH:11]=[C:10]([N+:12]([O-:14])=[O:13])[C:9](F)=[C:8]([F:16])[C:7]=1F.C(O)(=O)C[C:20](CC(O)=O)(C(O)=O)[OH:21], predict the reaction product. The product is: [F:5][C:6]1[CH:11]=[C:10]([N+:12]([O-:14])=[O:13])[C:9]([O:21][CH3:20])=[C:8]([F:16])[C:7]=1[O:2][CH3:1]. (2) Given the reactants Br[C:2]1[CH:7]=[CH:6][C:5]([CH2:8][CH:9]([NH:27][C:28](=[O:30])[CH3:29])[C:10]2[N:11]([S:21]([N:24]([CH3:26])[CH3:25])(=[O:23])=[O:22])[CH:12]=[C:13]([CH2:15][C:16]([CH3:20])([CH3:19])[CH2:17][CH3:18])[N:14]=2)=[CH:4][CH:3]=1.CC(C)([O-])C.[Na+].[CH3:37][Si:38]([CH3:53])([CH3:52])[CH2:39][CH2:40][O:41][CH2:42][N:43]1[C:47]2[NH:48][CH2:49][CH2:50][CH2:51][C:46]=2[CH:45]=[N:44]1.C1(P(C2CCCCC2)C2C=CC=CC=2C2C=CC=CC=2)CCCCC1, predict the reaction product. The product is: [CH3:25][N:24]([CH3:26])[S:21]([N:11]1[CH:12]=[C:13]([CH2:15][C:16]([CH3:20])([CH3:19])[CH2:17][CH3:18])[N:14]=[C:10]1[CH:9]([NH:27][C:28](=[O:30])[CH3:29])[CH2:8][C:5]1[CH:6]=[CH:7][C:2]([N:48]2[CH2:49][CH2:50][CH2:51][C:46]3[CH:45]=[N:44][N:43]([CH2:42][O:41][CH2:40][CH2:39][Si:38]([CH3:53])([CH3:52])[CH3:37])[C:47]2=3)=[CH:3][CH:4]=1)(=[O:23])=[O:22]. (3) Given the reactants [CH3:1][N:2]([CH2:4][CH2:5][N:6]1[C:20](=[O:21])[C:15]2=[CH:16][C:17]([NH2:19])=[CH:18][C:13]3[C:14]2=[C:9]([CH:10]=[CH:11][CH:12]=3)[C:7]1=[O:8])[CH3:3].[Cl:22][C:23]([Cl:28])([Cl:27])[C:24](Cl)=[O:25], predict the reaction product. The product is: [Cl:22][C:23]([Cl:28])([Cl:27])[C:24]([NH:19][C:17]1[CH:18]=[C:13]2[CH:12]=[CH:11][CH:10]=[C:9]3[C:14]2=[C:15]([CH:16]=1)[C:20](=[O:21])[N:6]([CH2:5][CH2:4][N:2]([CH3:1])[CH3:3])[C:7]3=[O:8])=[O:25].